From a dataset of Full USPTO retrosynthesis dataset with 1.9M reactions from patents (1976-2016). Predict the reactants needed to synthesize the given product. (1) Given the product [C:1]([NH2:8])(=[O:5])[C:2]#[CH:3].[C:1]([NH2:8])(=[O:5])[C:2]#[CH:3], predict the reactants needed to synthesize it. The reactants are: [C:1]([OH:5])(=O)[C:2]#[CH:3].CC(C)[N:8]=C=NC(C)C. (2) Given the product [OH:32][CH2:22][CH:23]([C:26]1[CH:31]=[CH:30][CH:29]=[CH:28][CH:27]=1)[C:24]([NH:1][C:2]1[CH:7]=[N:6][CH:5]=[C:4]([C:8]([C:10]2[C:18]3[CH:17]=[N:16][CH:15]=[N:14][C:13]=3[N:12]([CH:19]([CH3:21])[CH3:20])[CH:11]=2)=[O:9])[CH:3]=1)=[O:25], predict the reactants needed to synthesize it. The reactants are: [NH2:1][C:2]1[CH:3]=[C:4]([C:8]([C:10]2[C:18]3[CH:17]=[N:16][CH:15]=[N:14][C:13]=3[N:12]([CH:19]([CH3:21])[CH3:20])[CH:11]=2)=[O:9])[CH:5]=[N:6][CH:7]=1.[C:22](O)(=[O:32])[CH:23]([C:26]1[CH:31]=[CH:30][CH:29]=[CH:28][CH:27]=1)[CH2:24][OH:25]. (3) The reactants are: [C:1]([C:4]1[CH:5]=[C:6]([C:20]2[CH:25]=[CH:24][CH:23]=[C:22]([O:26][CH3:27])[CH:21]=2)[CH:7]=[C:8]2[C:16]=1[NH:15][C:14]1[CH:13]=[C:12]([C:17](O)=[O:18])[CH:11]=[CH:10][C:9]2=1)(=[O:3])[NH2:2].[NH:28]1[CH2:33][CH2:32][O:31][CH2:30][CH2:29]1.C(Cl)CCl.C1C=CC2N(O)N=NC=2C=1.C(N(C(C)C)C(C)C)C. Given the product [CH3:27][O:26][C:22]1[CH:21]=[C:20]([C:6]2[CH:5]=[C:4]([C:1]([NH2:2])=[O:3])[C:16]3[NH:15][C:14]4[C:9]([C:8]=3[CH:7]=2)=[CH:10][CH:11]=[C:12]([C:17]([N:28]2[CH2:33][CH2:32][O:31][CH2:30][CH2:29]2)=[O:18])[CH:13]=4)[CH:25]=[CH:24][CH:23]=1, predict the reactants needed to synthesize it. (4) The reactants are: [Si:1]([O:8][C@H:9]([C:30]1[CH:39]=[CH:38][C:37]([OH:40])=[C:36]2[C:31]=1[CH:32]=[CH:33][C:34](=[O:41])[NH:35]2)[CH2:10][NH:11][CH2:12][CH2:13]CC#CC1C=CC(NC(=O)C(F)(F)F)=CC=1)([C:4]([CH3:7])([CH3:6])[CH3:5])([CH3:3])[CH3:2].BrCC[CH2:45][CH2:46][CH2:47][CH2:48][CH2:49][C:50]([NH:52][CH2:53][C:54]1[C:55]([NH:67][CH:68]2[CH2:73][CH2:72][O:71][CH2:70][CH2:69]2)=[C:56]2[CH:64]=[N:63][N:62]([CH2:65][CH3:66])[C:57]2=[N:58][C:59]=1[CH2:60][CH3:61])=[O:51]. Given the product [Si:1]([O:8][C@H:9]([C:30]1[CH:39]=[CH:38][C:37]([OH:40])=[C:36]2[C:31]=1[CH:32]=[CH:33][C:34](=[O:41])[NH:35]2)[CH2:10][NH:11][CH2:12][CH2:13][CH2:45][CH2:46][CH2:47][CH2:48][CH2:49][C:50]([NH:52][CH2:53][C:54]1[C:55]([NH:67][CH:68]2[CH2:69][CH2:70][O:71][CH2:72][CH2:73]2)=[C:56]2[CH:64]=[N:63][N:62]([CH2:65][CH3:66])[C:57]2=[N:58][C:59]=1[CH2:60][CH3:61])=[O:51])([C:4]([CH3:7])([CH3:6])[CH3:5])([CH3:2])[CH3:3], predict the reactants needed to synthesize it. (5) The reactants are: [NH:1]1[C:9]2[C:4](=[CH:5][CH:6]=[CH:7][CH:8]=2)[C:3]([C:10]#[N:11])=[N:2]1. Given the product [NH:1]1[C:9]2[C:4](=[CH:5][CH:6]=[CH:7][CH:8]=2)[C:3]([CH2:10][NH2:11])=[N:2]1, predict the reactants needed to synthesize it.